Predict which catalyst facilitates the given reaction. From a dataset of Catalyst prediction with 721,799 reactions and 888 catalyst types from USPTO. (1) Product: [CH2:1]([O:3][P:4]([C:9]1[CH:10]=[C:11]([C:15]2[CH:20]=[CH:19][C:18]([CH2:21][Cl:31])=[CH:17][CH:16]=2)[CH:12]=[CH:13][CH:14]=1)(=[O:8])[O:5][CH2:6][CH3:7])[CH3:2]. Reactant: [CH2:1]([O:3][P:4]([C:9]1[CH:10]=[C:11]([C:15]2[CH:20]=[CH:19][C:18]([CH2:21]O)=[CH:17][CH:16]=2)[CH:12]=[CH:13][CH:14]=1)(=[O:8])[O:5][CH2:6][CH3:7])[CH3:2].CCOC(C)=O.O.C(Cl)(Cl)[Cl:31]. The catalyst class is: 3. (2) Reactant: Cl.[CH3:2][N:3]1[CH2:8][CH:7]=[C:6]([C:9]2[CH:14]=[CH:13][CH:12]=[C:11]([C:15]([OH:17])=O)[N:10]=2)[CH2:5][CH2:4]1.Cl.[F:19][C:20]1[CH:32]=[CH:31][CH:30]=[CH:29][C:21]=1[O:22][CH:23]1[CH2:28][CH2:27][NH:26][CH2:25][CH2:24]1.F[P-](F)(F)(F)(F)F.N1(OC(N(C)C)=[N+](C)C)C2N=CC=CC=2N=N1.C(N(C(C)C)CC)(C)C. Product: [F:19][C:20]1[CH:32]=[CH:31][CH:30]=[CH:29][C:21]=1[O:22][CH:23]1[CH2:28][CH2:27][N:26]([C:15]([C:11]2[N:10]=[C:9]([C:6]3[CH2:5][CH2:4][N:3]([CH3:2])[CH2:8][CH:7]=3)[CH:14]=[CH:13][CH:12]=2)=[O:17])[CH2:25][CH2:24]1. The catalyst class is: 18. (3) Product: [CH2:20]([N:1]1[C:11]2[C:6](=[CH:7][CH:8]=[CH:9][CH:10]=2)[C:4](=[O:5])[C:2]1=[O:3])[C:19]#[CH:18]. Reactant: [NH:1]1[C:11]2[C:6](=[CH:7][CH:8]=[CH:9][CH:10]=2)[C:4](=[O:5])[C:2]1=[O:3].C(=O)([O-])[O-].[Cs+].[Cs+].[CH2:18](Br)[C:19]#[CH:20]. The catalyst class is: 3. (4) Product: [Br:1][C:2]1[CH:21]=[CH:20][C:5]2[C:6]3[N:7]=[C:8]([C:14]4[N:16]([CH:17]([CH3:19])[CH3:18])[CH:23]=[CH:24][N:15]=4)[S:9][C:10]=3[CH2:11][CH2:12][O:13][C:4]=2[CH:3]=1. The catalyst class is: 1. Reactant: [Br:1][C:2]1[CH:21]=[CH:20][C:5]2[C:6]3[N:7]=[C:8]([C:14]([NH:16][CH:17]([CH3:19])[CH3:18])=[NH:15])[S:9][C:10]=3[CH2:11][CH2:12][O:13][C:4]=2[CH:3]=1.Cl[CH2:23][CH:24]=O.C(=O)(O)[O-].[Na+].